From a dataset of Forward reaction prediction with 1.9M reactions from USPTO patents (1976-2016). Predict the product of the given reaction. Given the reactants [C:1]([O:5][C:6](=[O:15])[NH:7][C:8]1[CH:13]=[C:12]([CH3:14])[CH:11]=[CH:10][N:9]=1)([CH3:4])([CH3:3])[CH3:2].[Li][CH2:17][CH2:18][CH2:19][CH3:20].CCCCCC.[NH4+].[Cl-].[CH2:29]1[CH2:33][O:32][CH2:31][CH2:30]1, predict the reaction product. The product is: [C:1]([O:5][C:6](=[O:15])[NH:7][C:8]1[CH:13]=[C:12]([CH2:14][CH:31]([OH:32])[C:30]2[CH:29]=[CH:33][C:19]([CH3:20])=[CH:18][CH:17]=2)[CH:11]=[CH:10][N:9]=1)([CH3:4])([CH3:3])[CH3:2].